This data is from CYP2D6 inhibition data for predicting drug metabolism from PubChem BioAssay. The task is: Regression/Classification. Given a drug SMILES string, predict its absorption, distribution, metabolism, or excretion properties. Task type varies by dataset: regression for continuous measurements (e.g., permeability, clearance, half-life) or binary classification for categorical outcomes (e.g., BBB penetration, CYP inhibition). Dataset: cyp2d6_veith. (1) The compound is O=[N+]([O-])c1cc(O)c(O)c([N+](=O)[O-])c1. The result is 0 (non-inhibitor). (2) The drug is C[C@@]12CCC(=O)C=C1C[C@H](O)[C@@H]1[C@@H]2CC[C@]2(C)[C@H]1CC[C@]2(C)O. The result is 0 (non-inhibitor). (3) The compound is CN(C)CC(C)(C)CN1c2ccccc2Sc2ccccc21. The result is 1 (inhibitor). (4) The compound is COc1ccc(NC(=O)C2CC(=O)NC3=C2C(=O)CC(C)(C)C3)cc1. The result is 0 (non-inhibitor). (5) The molecule is Cc1cc(OC(C)C)nc(NCc2ccccc2)n1. The result is 1 (inhibitor).